From a dataset of Forward reaction prediction with 1.9M reactions from USPTO patents (1976-2016). Predict the product of the given reaction. (1) Given the reactants [O:1]=[CH:2][C:3]1[CH:11]=[CH:10][C:8]([OH:9])=[C:5]([O:6][CH3:7])[CH:4]=1.C(N(CC)CC)C.[F:19][C:20]([F:33])([F:32])[S:21](O[S:21]([C:20]([F:33])([F:32])[F:19])(=[O:23])=[O:22])(=[O:23])=[O:22], predict the reaction product. The product is: [CH:2]([C:3]1[CH:11]=[CH:10][C:8]([O:9][S:21]([C:20]([F:33])([F:32])[F:19])(=[O:23])=[O:22])=[C:5]([O:6][CH3:7])[CH:4]=1)=[O:1]. (2) Given the reactants [CH2:1]([O:8][CH2:9][N:10]1[C:15](=[O:16])[C:14]([Br:17])=[N:13][N:12]([CH2:18][C:19](F)(F)[C:20]2[CH:25]=[CH:24][CH:23]=[CH:22][CH:21]=2)[C:11]1=[O:28])[C:2]1[CH:7]=[CH:6][CH:5]=[CH:4][CH:3]=1.[CH3:29][C:30]1C=CC2[C:32](=CC=CC=2)[C:31]=1CO, predict the reaction product. The product is: [CH2:1]([O:8][CH2:9][N:10]1[C:15](=[O:16])[C:14]([Br:17])=[N:13][N:12]([CH2:18][C:19]2[C:20]3[C:25](=[CH:24][CH:23]=[CH:22][CH:21]=3)[CH:29]=[CH:30][C:31]=2[CH3:32])[C:11]1=[O:28])[C:2]1[CH:7]=[CH:6][CH:5]=[CH:4][CH:3]=1. (3) Given the reactants [CH3:1][N:2]1[CH2:7][CH:6]=[C:5]([C:8]2[CH:16]=[CH:15][CH:14]=[C:13]3[C:9]=2[CH:10]=C[NH:12]3)[CH2:4][CH2:3]1.C[N:18]1CCC(C2C=CC=C3C=2C=CN3)CC1, predict the reaction product. The product is: [CH3:1][N:2]1[CH2:7][CH2:6][CH:5]([C:8]2[CH:16]=[CH:15][CH:14]=[C:13]3[C:9]=2[CH:10]=[N:18][NH:12]3)[CH2:4][CH2:3]1. (4) The product is: [F:27][C:21]([F:28])([N:18]1[CH:19]=[CH:20][C:16]([S:13](=[O:15])(=[O:14])[NH:12][C:3]2[C:2]([NH:29][C:30]3[CH:41]=[C:40]([O:42][CH3:43])[CH:39]=[C:38]([O:44][CH3:45])[C:31]=3[O:32][CH2:33][CH2:34][CH:35]([OH:37])[CH3:36])=[N:11][C:10]3[C:5](=[CH:6][CH:7]=[CH:8][CH:9]=3)[N:4]=2)=[N:17]1)[C:22]([N:24]([CH3:26])[CH3:25])=[O:23]. Given the reactants Cl[C:2]1[C:3]([NH:12][S:13]([C:16]2[CH:20]=[CH:19][N:18]([C:21]([F:28])([F:27])[C:22]([N:24]([CH3:26])[CH3:25])=[O:23])[N:17]=2)(=[O:15])=[O:14])=[N:4][C:5]2[C:10]([N:11]=1)=[CH:9][CH:8]=[CH:7][CH:6]=2.[NH2:29][C:30]1[CH:41]=[C:40]([O:42][CH3:43])[CH:39]=[C:38]([O:44][CH3:45])[C:31]=1[O:32][CH2:33][CH2:34][CH:35]([OH:37])[CH3:36], predict the reaction product. (5) Given the reactants [OH-].[K+:2].[CH3:3][N:4]1[C:12]2[C:7](=[CH:8][C:9]([NH:13][C:14]([C:16]3[C:17]([C:22]4[CH:27]=[CH:26][C:25]([C:28]([F:31])([F:30])[F:29])=[CH:24][CH:23]=4)=[CH:18][CH:19]=[CH:20][CH:21]=3)=[O:15])=[CH:10][CH:11]=2)[CH:6]=[C:5]1[C:32]([O:34]CC)=[O:33], predict the reaction product. The product is: [K+:2].[CH3:3][N:4]1[C:12]2[C:7](=[CH:8][C:9]([NH:13][C:14]([C:16]3[C:17]([C:22]4[CH:27]=[CH:26][C:25]([C:28]([F:30])([F:31])[F:29])=[CH:24][CH:23]=4)=[CH:18][CH:19]=[CH:20][CH:21]=3)=[O:15])=[CH:10][CH:11]=2)[CH:6]=[C:5]1[C:32]([O-:34])=[O:33].